From a dataset of Forward reaction prediction with 1.9M reactions from USPTO patents (1976-2016). Predict the product of the given reaction. (1) Given the reactants [Cl:1][C:2]1[CH:3]=[N:4][C:5]([N:11]2[CH2:15][CH2:14][CH:13]([O:16][C:17]3[CH:22]=[CH:21][C:20]([F:23])=[CH:19][CH:18]=3)[CH2:12]2)=[C:6]([CH:10]=1)[C:7]([OH:9])=O.Cl.[NH2:25][C:26]1([C:29]2[CH:38]=[CH:37][C:32]([C:33]([O:35][CH3:36])=[O:34])=[CH:31][CH:30]=2)[CH2:28][CH2:27]1, predict the reaction product. The product is: [Cl:1][C:2]1[CH:3]=[N:4][C:5]([N:11]2[CH2:15][CH2:14][CH:13]([O:16][C:17]3[CH:22]=[CH:21][C:20]([F:23])=[CH:19][CH:18]=3)[CH2:12]2)=[C:6]([CH:10]=1)[C:7]([NH:25][C:26]1([C:29]2[CH:38]=[CH:37][C:32]([C:33]([O:35][CH3:36])=[O:34])=[CH:31][CH:30]=2)[CH2:28][CH2:27]1)=[O:9]. (2) Given the reactants [CH2:1]1[O:9][C:8]2[CH:7]=[CH:6][C:5]([CH:10]3[C:22]4[NH:21][C:20]5[C:15](=[CH:16][CH:17]=[CH:18][CH:19]=5)[C:14]=4[CH2:13][CH2:12][NH:11]3)=[CH:4][C:3]=2[O:2]1.C(N(CC)CC)C.CN(C1C=CC=CN=1)C.[CH2:39]([O:46][C:47](Cl)=[O:48])[C:40]1[CH:45]=[CH:44][CH:43]=[CH:42][CH:41]=1, predict the reaction product. The product is: [CH2:1]1[O:9][C:8]2[CH:7]=[CH:6][C:5]([CH:10]3[C:22]4[NH:21][C:20]5[C:15](=[CH:16][CH:17]=[CH:18][CH:19]=5)[C:14]=4[CH2:13][CH2:12][N:11]3[C:47]([O:46][CH2:39][C:40]3[CH:45]=[CH:44][CH:43]=[CH:42][CH:41]=3)=[O:48])=[CH:4][C:3]=2[O:2]1.